From a dataset of Full USPTO retrosynthesis dataset with 1.9M reactions from patents (1976-2016). Predict the reactants needed to synthesize the given product. (1) Given the product [NH2:1][C@H:2]([C:11]([O:13][CH:20]([CH3:21])[CH3:19])=[O:12])[CH2:3][C:4]1[CH:5]=[CH:6][C:7]([OH:10])=[CH:8][CH:9]=1, predict the reactants needed to synthesize it. The reactants are: [NH2:1][C@H:2]([C:11]([OH:13])=[O:12])[CH2:3][C:4]1[CH:9]=[CH:8][C:7]([OH:10])=[CH:6][CH:5]=1.S(=O)(=O)(O)O.[CH3:19][CH:20](O)[CH3:21]. (2) Given the product [CH2:1]([O:8][C:9]1[CH:10]=[C:11]2[C:16]([CH:15]=[C:14]([Br:20])[CH2:13][CH2:12]2)=[CH:17][CH:18]=1)[C:2]1[CH:3]=[CH:4][CH:5]=[CH:6][CH:7]=1, predict the reactants needed to synthesize it. The reactants are: [CH2:1]([O:8][C:9]1[CH:10]=[C:11]2[C:16](=[CH:17][CH:18]=1)[CH:15](O)[CH:14]([Br:20])[CH2:13][CH2:12]2)[C:2]1[CH:7]=[CH:6][CH:5]=[CH:4][CH:3]=1.O.C1(C)C=CC(S(O)(=O)=O)=CC=1.C1(C)C=CC=CC=1.